Dataset: Experimentally validated miRNA-target interactions with 360,000+ pairs, plus equal number of negative samples. Task: Binary Classification. Given a miRNA mature sequence and a target amino acid sequence, predict their likelihood of interaction. The protein sequence of the target gene is MLLSVTSRPGISTFGYNRNNKKPYVSLAQQMAPPSPSNSTPNSSSGSNGNDQLSKTNLYIRGLQPGTTDQDLVKLCQPYGKIVSTKAILDKTTNKCKGYGFVDFDSPSAAQKAVTALKASGVQAQMAKQQEQDPTNLYISNLPLSMDEQELEGMLKPFGQVISTRILRDTSGTSRGVGFARMESTEKCEAIITHFNGKYIKTPPGVPAPSDPLLCKFADGGPKKRQNQGKFVQNGRAWPRNADMGVMALTYDPTTALQNGFYPAPYNITPNRMLAQSALSPYLSSPVSSYQRVTQTSPLQ.... Result: 0 (no interaction). The miRNA is mmu-miR-501-5p with sequence AAUCCUUUGUCCCUGGGUGAAA.